This data is from NCI-60 drug combinations with 297,098 pairs across 59 cell lines. The task is: Regression. Given two drug SMILES strings and cell line genomic features, predict the synergy score measuring deviation from expected non-interaction effect. Drug 1: C1=CC(=CC=C1C#N)C(C2=CC=C(C=C2)C#N)N3C=NC=N3. Drug 2: CC1CCC2CC(C(=CC=CC=CC(CC(C(=O)C(C(C(=CC(C(=O)CC(OC(=O)C3CCCCN3C(=O)C(=O)C1(O2)O)C(C)CC4CCC(C(C4)OC)OCCO)C)C)O)OC)C)C)C)OC. Cell line: CCRF-CEM. Synergy scores: CSS=-10.2, Synergy_ZIP=6.10, Synergy_Bliss=0.704, Synergy_Loewe=-22.6, Synergy_HSA=-13.8.